Dataset: Catalyst prediction with 721,799 reactions and 888 catalyst types from USPTO. Task: Predict which catalyst facilitates the given reaction. (1) Reactant: [CH2:1]([CH:3]1[CH:7]([C:8]2[N:12]3[C:13]4[CH:19]=[CH:18][N:17](COCC[Si](C)(C)C)[C:14]=4[N:15]=[CH:16][C:11]3=[N:10][N:9]=2)[CH2:6][CH:5]([O:28][C:29]2[N:30]=[CH:31][C:32]([C:35]#[N:36])=[N:33][CH:34]=2)[CH2:4]1)[CH3:2].C(O)(C(F)(F)F)=O.[OH-].[NH4+].O. Product: [CH2:1]([CH:3]1[CH:7]([C:8]2[N:12]3[C:13]4[CH:19]=[CH:18][NH:17][C:14]=4[N:15]=[CH:16][C:11]3=[N:10][N:9]=2)[CH2:6][CH:5]([O:28][C:29]2[N:30]=[CH:31][C:32]([C:35]#[N:36])=[N:33][CH:34]=2)[CH2:4]1)[CH3:2]. The catalyst class is: 2. (2) Reactant: [CH3:1][C:2]1[CH:10]=[CH:9][C:5]([C:6]([OH:8])=O)=[CH:4][C:3]=1[N+:11]([O-:13])=[O:12].CN(C(ON1N=NC2C=CC=NC1=2)=[N+](C)C)C.F[P-](F)(F)(F)(F)F.CCN(C(C)C)C(C)C.[F:47][C:48]([F:57])([F:56])[C:49]1[CH:50]=[C:51]([CH:53]=[CH:54][CH:55]=1)[NH2:52]. Product: [CH3:1][C:2]1[CH:10]=[CH:9][C:5]([C:6]([NH:52][C:51]2[CH:53]=[CH:54][CH:55]=[C:49]([C:48]([F:47])([F:56])[F:57])[CH:50]=2)=[O:8])=[CH:4][C:3]=1[N+:11]([O-:13])=[O:12]. The catalyst class is: 434.